Dataset: Catalyst prediction with 721,799 reactions and 888 catalyst types from USPTO. Task: Predict which catalyst facilitates the given reaction. (1) Reactant: COC1C=CC(C[N:8]2[C:17](=[O:18])[C:16]([CH3:20])([CH3:19])[C:15]3[C:10](=[CH:11][CH:12]=[CH:13][CH:14]=3)[C:9]2=[O:21])=CC=1.[N+]([O-])([O-])=O.[Ce+3].[NH4+].[NH4+].[N+]([O-])([O-])=O.[N+]([O-])([O-])=O.[N+]([O-])([O-])=O.[N+]([O-])([O-])=O. Product: [CH3:19][C:16]1([CH3:20])[C:15]2[C:10](=[CH:11][CH:12]=[CH:13][CH:14]=2)[C:9](=[O:21])[NH:8][C:17]1=[O:18]. The catalyst class is: 47. (2) Reactant: [Cl:1][C:2]1[N:7]=[CH:6][C:5]([NH2:8])=[CH:4][CH:3]=1.CCN(CC)CC.[CH3:16][C:17]([O:20][C:21](O[C:21]([O:20][C:17]([CH3:19])([CH3:18])[CH3:16])=[O:22])=[O:22])([CH3:19])[CH3:18]. Product: [Cl:1][C:2]1[N:7]=[CH:6][C:5]([NH:8][C:21](=[O:22])[O:20][C:17]([CH3:19])([CH3:18])[CH3:16])=[CH:4][CH:3]=1. The catalyst class is: 79. (3) Reactant: C(O)(C(F)(F)F)=O.[NH:8]1[CH2:13][CH2:12][CH:11]([N:14]2[CH2:22][C:21]3[C:16](=[CH:17][CH:18]=[C:19]([N:23]4[CH:27]=[N:26][N:25]=[N:24]4)[CH:20]=3)[C:15]2=[O:28])[CH2:10][CH2:9]1.C(N(CC)CC)C.[CH3:36][C:37]1[C:45]2[CH2:44][O:43][C:42](=[O:46])[C:41]=2[CH:40]=[CH:39][C:38]=1[C@@H:47]1[CH2:49][O:48]1. Product: [OH:48][C@H:47]([C:38]1[CH:39]=[CH:40][C:41]2[C:42](=[O:46])[O:43][CH2:44][C:45]=2[C:37]=1[CH3:36])[CH2:49][N:8]1[CH2:9][CH2:10][CH:11]([N:14]2[CH2:22][C:21]3[C:16](=[CH:17][CH:18]=[C:19]([N:23]4[CH:27]=[N:26][N:25]=[N:24]4)[CH:20]=3)[C:15]2=[O:28])[CH2:12][CH2:13]1. The catalyst class is: 8. (4) Reactant: [N:1]1[CH:6]=[CH:5][N:4]=[CH:3][C:2]=1[C:7](O)=O.F[B-](F)(F)F.N1(OC(N(C)C)=[N+](C)C)C2C=CC=CC=2N=N1.C(N(CC)CC)C.[NH2:39][C:40]1[C:61]([NH2:62])=[CH:60][C:43]2[CH2:44][C@@H:45]3[C:50]([CH3:52])([CH3:51])[C@:49]([CH3:53])([C:42]=2[CH:41]=1)[CH2:48][CH2:47][N:46]3[C:54](=[O:59])[C:55]([F:58])([F:57])[F:56]. Product: [F:58][C:55]([F:56])([F:57])[C:54]([N:46]1[CH2:47][CH2:48][C@:49]2([CH3:53])[C:50]([CH3:52])([CH3:51])[C@H:45]1[CH2:44][C:43]1[CH:60]=[C:61]3[N:62]=[C:7]([C:2]4[CH:3]=[N:4][CH:5]=[CH:6][N:1]=4)[NH:39][C:40]3=[CH:41][C:42]=12)=[O:59]. The catalyst class is: 508. (5) Reactant: [CH2:1]([N:4]([CH2:21][CH2:22][CH3:23])[C:5]([C:7]1[CH:8]=[C:9]([CH:13]=[C:14]([C:16]2[S:17][CH:18]=[CH:19][N:20]=2)[CH:15]=1)[C:10](O)=[O:11])=[O:6])[CH2:2][CH3:3].C(N(C(C)C)CC)(C)C.CN(C(ON1N=NC2C=CC=NC1=2)=[N+](C)C)C.F[P-](F)(F)(F)(F)F.Cl.Cl.[NH2:59][C@@H:60]([CH2:75][C:76]1[CH:81]=[C:80]([F:82])[CH:79]=[C:78]([F:83])[CH:77]=1)[C@H:61]([OH:74])[CH2:62][NH:63][CH2:64][C:65]1[CH:70]=[CH:69][CH:68]=[C:67]([CH:71]([CH3:73])[CH3:72])[CH:66]=1. Product: [F:82][C:80]1[CH:81]=[C:76]([CH:77]=[C:78]([F:83])[CH:79]=1)[CH2:75][C@H:60]([NH:59][C:10](=[O:11])[C:9]1[CH:13]=[C:14]([C:16]2[S:17][CH:18]=[CH:19][N:20]=2)[CH:15]=[C:7]([C:5]([N:4]([CH2:21][CH2:22][CH3:23])[CH2:1][CH2:2][CH3:3])=[O:6])[CH:8]=1)[C@H:61]([OH:74])[CH2:62][NH:63][CH2:64][C:65]1[CH:70]=[CH:69][CH:68]=[C:67]([CH:71]([CH3:73])[CH3:72])[CH:66]=1. The catalyst class is: 3.